This data is from Full USPTO retrosynthesis dataset with 1.9M reactions from patents (1976-2016). The task is: Predict the reactants needed to synthesize the given product. (1) Given the product [CH:15]1([CH2:14][O:1][C:2]2[CH:3]=[C:4]([CH:10]=[CH:11][CH:12]=2)[C:5]([O:7][CH2:8][CH3:9])=[O:6])[CH2:19][CH2:18][CH2:17][CH2:16]1, predict the reactants needed to synthesize it. The reactants are: [OH:1][C:2]1[CH:3]=[C:4]([CH:10]=[CH:11][CH:12]=1)[C:5]([O:7][CH2:8][CH3:9])=[O:6].Br[CH2:14][CH:15]1[CH2:19][CH2:18][CH2:17][CH2:16]1. (2) Given the product [C:1]([C:5]1[N:9]([CH2:10][CH:11]2[CH2:16][CH2:15][O:14][CH2:13][CH2:12]2)[C:8]2[CH:17]=[CH:18][C:19]([S:21]([N:27]([O:28][CH3:29])[CH3:26])(=[O:23])=[O:22])=[CH:20][C:7]=2[N:6]=1)([CH3:4])([CH3:3])[CH3:2], predict the reactants needed to synthesize it. The reactants are: [C:1]([C:5]1[N:9]([CH2:10][CH:11]2[CH2:16][CH2:15][O:14][CH2:13][CH2:12]2)[C:8]2[CH:17]=[CH:18][C:19]([S:21](Cl)(=[O:23])=[O:22])=[CH:20][C:7]=2[N:6]=1)([CH3:4])([CH3:3])[CH3:2].Cl.[CH3:26][NH:27][O:28][CH3:29]. (3) Given the product [CH3:1][O:2][C:3]1[CH:12]=[CH:11][CH:10]=[C:9]2[C:4]=1[CH2:5][CH2:6][CH2:7][C:8]2=[N:15][OH:16], predict the reactants needed to synthesize it. The reactants are: [CH3:1][O:2][C:3]1[CH:12]=[CH:11][CH:10]=[C:9]2[C:4]=1[CH2:5][CH2:6][CH2:7][C:8]2=O.Cl.[NH2:15][OH:16].O.C(=O)([O-])[O-].[Na+].[Na+]. (4) Given the product [CH2:24]([O:26][C:27]([C:29]1[C:38](=[O:39])[C:37]2[C:32](=[C:33]([C:23]#[C:22][CH2:21][C@@H:9]3[CH2:10][C@H:11]([NH:13][C:14]([O:16][C:17]([CH3:20])([CH3:19])[CH3:18])=[O:15])[CH2:12][N:8]3[C:6]([O:5][C:1]([CH3:4])([CH3:3])[CH3:2])=[O:7])[C:34]([F:41])=[C:35]([F:40])[CH:36]=2)[N:31]([CH:50]2[CH2:51][CH2:52]2)[CH:30]=1)=[O:28])[CH3:25], predict the reactants needed to synthesize it. The reactants are: [C:1]([O:5][C:6]([N:8]1[CH2:12][C@@H:11]([NH:13][C:14]([O:16][C:17]([CH3:20])([CH3:19])[CH3:18])=[O:15])[CH2:10][C@H:9]1[CH2:21][C:22]#[CH:23])=[O:7])([CH3:4])([CH3:3])[CH3:2].[CH2:24]([O:26][C:27]([C:29]1[C:38](=[O:39])[C:37]2[C:32](=[C:33](OS(C(F)(F)F)(=O)=O)[C:34]([F:41])=[C:35]([F:40])[CH:36]=2)[N:31]([CH:50]2[CH2:52][CH2:51]2)[CH:30]=1)=[O:28])[CH3:25].C1(P(C2C=CC=CC=2)C2C=CC=CC=2)C=CC=CC=1.C(N(CC)C(C)C)(C)C. (5) Given the product [CH3:1][O:3][C:4]([CH:6]1[C:15](=[O:16])[C:14]2[C:9](=[C:10]([CH3:18])[N:11]=[C:12]([CH3:17])[CH:13]=2)[N:8]([C:19]([O:21][CH2:22][C:23]2[CH:28]=[CH:27][CH:26]=[CH:25][CH:24]=2)=[O:20])[CH:7]1[CH2:29][CH3:30])=[O:5], predict the reactants needed to synthesize it. The reactants are: [CH2:1]([O:3][C:4]([C:6]1[C:15](=[O:16])[C:14]2[C:9](=[C:10]([CH3:18])[N:11]=[C:12]([CH3:17])[CH:13]=2)[N:8]([C:19]([O:21][CH2:22][C:23]2[CH:28]=[CH:27][CH:26]=[CH:25][CH:24]=2)=[O:20])[CH:7]=1)=[O:5])C.[CH2:29]([Mg]Br)[CH3:30].